This data is from Catalyst prediction with 721,799 reactions and 888 catalyst types from USPTO. The task is: Predict which catalyst facilitates the given reaction. (1) Reactant: [N+:1]([C:4]1[CH:9]=[CH:8][C:7]([N:10]=[C:11]=[O:12])=[CH:6][CH:5]=1)([O-:3])=[O:2].[N:13]1[CH:18]=[CH:17][CH:16]=[C:15]([CH2:19][CH2:20][NH2:21])[CH:14]=1. Product: [N+:1]([C:4]1[CH:5]=[CH:6][C:7]([NH:10][C:11]([NH:21][CH2:20][CH2:19][C:15]2[CH:14]=[N:13][CH:18]=[CH:17][CH:16]=2)=[O:12])=[CH:8][CH:9]=1)([O-:3])=[O:2]. The catalyst class is: 13. (2) Reactant: [CH3:1][O:2][C:3]1[CH:4]=[C:5]([CH:9]=[C:10]([N+:12]([O-:14])=[O:13])[CH:11]=1)[C:6](O)=[O:7].B.C1COCC1. Product: [CH3:1][O:2][C:3]1[CH:4]=[C:5]([CH2:6][OH:7])[CH:9]=[C:10]([N+:12]([O-:14])=[O:13])[CH:11]=1. The catalyst class is: 1. (3) Reactant: [Br:1][C:2]1[CH:3]=[CH:4][C:5](SC(C)C)=[N:6][CH:7]=1.O[O:13][S:14]([O-:16])=O.[K+].C(=O)(O)[O-].[Na+].O1C[CH2:26][CH2:25][CH2:24]1. Product: [Br:1][C:2]1[CH:3]=[CH:4][C:5]([S:14]([CH:25]([CH3:26])[CH3:24])(=[O:16])=[O:13])=[N:6][CH:7]=1. The catalyst class is: 5. (4) The catalyst class is: 13. Product: [NH2:9][C:10]1[CH:17]=[CH:16][CH:15]=[CH:14][C:11]=1[CH2:12][NH:13][C:2]1([CH3:1])[CH2:6][C:5](=[O:7])[NH:4][C:3]1=[O:8]. Reactant: [CH3:1][C:2]1[C:3](=[O:8])[NH:4][C:5](=[O:7])[CH:6]=1.[NH2:9][C:10]1[CH:17]=[CH:16][CH:15]=[CH:14][C:11]=1[CH2:12][NH2:13]. (5) Reactant: [Cl:1][C:2]1[CH:7]=[CH:6][N:5]=[C:4]2[NH:8][C:9]([C:11]3[CH:16]=[CH:15][C:14]([N:17]4[CH2:22][CH2:21][O:20][CH2:19][CH2:18]4)=[CH:13][CH:12]=3)=[N:10][C:3]=12.C(=O)([O-])[O-].[Cs+].[Cs+].[CH3:29][Si:30]([CH3:37])([CH3:36])[CH2:31][CH2:32][O:33][CH2:34]Cl.O. Product: [Cl:1][C:2]1[CH:7]=[CH:6][N:5]=[C:4]2[N:8]([CH2:34][O:33][CH2:32][CH2:31][Si:30]([CH3:37])([CH3:36])[CH3:29])[C:9]([C:11]3[CH:12]=[CH:13][C:14]([N:17]4[CH2:22][CH2:21][O:20][CH2:19][CH2:18]4)=[CH:15][CH:16]=3)=[N:10][C:3]=12. The catalyst class is: 3. (6) Reactant: [F:1][C:2]([F:20])([F:19])[C:3]1[CH:4]=[C:5]([C:9]2[N:18]=[C:17]3[C:12]([CH2:13][CH2:14][CH2:15][NH:16]3)=[CH:11][CH:10]=2)[CH:6]=[CH:7][CH:8]=1.ClC(Cl)(O[C:25](=[O:31])OC(Cl)(Cl)Cl)Cl.[CH3:33][C:34]1[CH:35]=[C:36]([NH2:40])[CH:37]=[N:38][CH:39]=1.C(=O)(O)[O-].[Na+]. Product: [CH3:33][C:34]1[CH:35]=[C:36]([NH:40][C:25]([N:16]2[C:17]3[C:12](=[CH:11][CH:10]=[C:9]([C:5]4[CH:6]=[CH:7][CH:8]=[C:3]([C:2]([F:1])([F:19])[F:20])[CH:4]=4)[N:18]=3)[CH2:13][CH2:14][CH2:15]2)=[O:31])[CH:37]=[N:38][CH:39]=1. The catalyst class is: 266.